From a dataset of Full USPTO retrosynthesis dataset with 1.9M reactions from patents (1976-2016). Predict the reactants needed to synthesize the given product. (1) Given the product [CH3:23][N:24]([C@@H:28]1[CH2:32][CH2:31][N:30]([C:18]([C:12]2[S:13][C:14]3[CH2:15][CH2:16][O:17][C:8]4[CH:7]=[C:6]([C:4]5[CH:3]=[N:2][NH:1][CH:5]=5)[CH:22]=[CH:21][C:9]=4[C:10]=3[N:11]=2)=[O:19])[CH2:29]1)[C:25](=[O:27])[CH3:26], predict the reactants needed to synthesize it. The reactants are: [NH:1]1[CH:5]=[C:4]([C:6]2[CH:22]=[CH:21][C:9]3[C:10]4[N:11]=[C:12]([C:18](O)=[O:19])[S:13][C:14]=4[CH2:15][CH2:16][O:17][C:8]=3[CH:7]=2)[CH:3]=[N:2]1.[CH3:23][N:24]([C@@H:28]1[CH2:32][CH2:31][NH:30][CH2:29]1)[C:25](=[O:27])[CH3:26]. (2) The reactants are: [C:1]([O:5][C:6](=[O:36])[NH:7][CH2:8][CH2:9][CH2:10][N:11]1[C:20]2[CH:19]=[CH:18][C:17]([C:21]#[C:22][CH2:23][OH:24])=[CH:16][C:15]=2[C:14]2=[N:25][N:26]([CH:29]3[CH2:34][CH2:33][CH2:32][CH2:31][O:30]3)[C:27]([CH3:28])=[C:13]2[C:12]1=[O:35])([CH3:4])([CH3:3])[CH3:2].C(N(CC)CC)C.[CH3:44][S:45](Cl)(=[O:47])=[O:46]. Given the product [C:1]([O:5][C:6]([NH:7][CH2:8][CH2:9][CH2:10][N:11]1[C:20]2[CH:19]=[CH:18][C:17]([C:21]#[C:22][CH2:23][O:24][S:45]([CH3:44])(=[O:47])=[O:46])=[CH:16][C:15]=2[C:14]2=[N:25][N:26]([CH:29]3[CH2:34][CH2:33][CH2:32][CH2:31][O:30]3)[C:27]([CH3:28])=[C:13]2[C:12]1=[O:35])=[O:36])([CH3:4])([CH3:2])[CH3:3], predict the reactants needed to synthesize it. (3) Given the product [NH2:6][C:5]1[N:19]([CH2:12][C:13]2[CH:18]=[CH:17][CH:16]=[CH:15][CH:14]=2)[N:20]=[CH:3][C:4]=1[N:7]=[O:8], predict the reactants needed to synthesize it. The reactants are: CO[CH:3](OC)[C:4](=[N:7][OH:8])[C:5]#[N:6].Cl.[CH2:12]([NH:19][NH2:20])[C:13]1[CH:18]=[CH:17][CH:16]=[CH:15][CH:14]=1.Cl.N. (4) Given the product [OH:27][C@@H:24]1[CH2:25][CH2:26][N:22]([C:3]2[C:2]([C:36]3[NH:35][N:34]=[CH:38][CH:37]=3)=[CH:21][C:6]([C:7]([NH:9][C:10]3[CH:11]=[N:12][C:13]([S:16][C:17]([F:20])([F:19])[F:18])=[CH:14][CH:15]=3)=[O:8])=[CH:5][N:4]=2)[CH2:23]1, predict the reactants needed to synthesize it. The reactants are: Br[C:2]1[C:3]([N:22]2[CH2:26][CH2:25][C@@H:24]([OH:27])[CH2:23]2)=[N:4][CH:5]=[C:6]([CH:21]=1)[C:7]([NH:9][C:10]1[CH:11]=[N:12][C:13]([S:16][C:17]([F:20])([F:19])[F:18])=[CH:14][CH:15]=1)=[O:8].O1CCCCC1[N:34]1[C:38](B2OC(C)(C)C(C)(C)O2)=[CH:37][CH:36]=[N:35]1. (5) Given the product [CH:21]([C:15]1[CH:14]=[C:13]([CH:18]=[CH:17][C:16]=1[O:19][CH3:20])[O:12][C:11]1[C:2]([CH3:1])=[CH:3][C:4]([C:5]([OH:7])=[O:6])=[CH:9][C:10]=1[CH3:24])([CH3:23])[CH3:22], predict the reactants needed to synthesize it. The reactants are: [CH3:1][C:2]1[CH:3]=[C:4]([CH:9]=[C:10]([CH3:24])[C:11]=1[O:12][C:13]1[CH:18]=[CH:17][C:16]([O:19][CH3:20])=[C:15]([CH:21]([CH3:23])[CH3:22])[CH:14]=1)[C:5]([O:7]C)=[O:6].[OH-].[Na+].Cl. (6) Given the product [CH2:12]([N:7]1[CH2:8][CH2:9][C@H:10]([CH3:11])[C@H:5]([NH2:4])[CH2:6]1)[C:13]1[CH:14]=[CH:15][CH:16]=[CH:17][CH:18]=1, predict the reactants needed to synthesize it. The reactants are: COC(=O)[NH:4][C@H:5]1[C@@H:10]([CH3:11])[CH2:9][CH2:8][N:7]([CH2:12][C:13]2[CH:18]=[CH:17][CH:16]=[CH:15][CH:14]=2)[CH2:6]1.[OH-].[K+]. (7) Given the product [C:1]([O:5][C:6](=[O:31])[NH:7][C:8]1([C:12]2[CH:13]=[CH:14][C:15]([C:18]3[C:19]([C:24]4[CH:29]=[CH:28][CH:27]=[CH:26][CH:25]=4)=[CH:20][C:34]4[C:35](=[O:41])[CH2:36][C:37]([CH3:40])([CH3:39])[CH2:38][C:33]=4[N:32]=3)=[CH:16][CH:17]=2)[CH2:9][CH2:10][CH2:11]1)([CH3:4])([CH3:2])[CH3:3], predict the reactants needed to synthesize it. The reactants are: [C:1]([O:5][C:6](=[O:31])[NH:7][C:8]1([C:12]2[CH:17]=[CH:16][C:15]([C:18](=O)[C:19]([C:24]3[CH:29]=[CH:28][CH:27]=[CH:26][CH:25]=3)=[CH:20]N(C)C)=[CH:14][CH:13]=2)[CH2:11][CH2:10][CH2:9]1)([CH3:4])([CH3:3])[CH3:2].[NH2:32][C:33]1[CH2:38][C:37]([CH3:40])([CH3:39])[CH2:36][C:35](=[O:41])[CH:34]=1. (8) Given the product [NH:13]1[C:14]2[CH:20]=[CH:19][CH:18]=[CH:17][C:15]=2[N:16]=[C:12]1[C:10]([NH:9][CH2:8][C:7]([OH:21])=[O:6])=[O:11], predict the reactants needed to synthesize it. The reactants are: O[Li].O.O.C[O:6][C:7](=[O:21])[CH2:8][NH:9][C:10]([C:12]1[NH:16][C:15]2[CH:17]=[CH:18][CH:19]=[CH:20][C:14]=2[N:13]=1)=[O:11]. (9) Given the product [CH3:1][O:2][C:3]1[CH:4]=[C:5]2[C:9](=[CH:10][CH:11]=1)[NH:8][C:7]([C:12]([NH:38][C:39]1[CH:40]=[CH:41][C:42]([C:45]3[CH:50]=[CH:49][C:48]([C:51](=[O:61])[CH2:52][C:53]([CH3:59])([CH3:60])[C:54]([OH:56])=[O:55])=[CH:47][CH:46]=3)=[CH:43][CH:44]=1)=[O:14])=[CH:6]2, predict the reactants needed to synthesize it. The reactants are: [CH3:1][O:2][C:3]1[CH:4]=[C:5]2[C:9](=[CH:10][CH:11]=1)[NH:8][C:7]([C:12]([OH:14])=O)=[CH:6]2.O.ON1C2C=CC=CC=2N=N1.Cl.CN(C)CCCN=C=NCC.[NH2:38][C:39]1[CH:44]=[CH:43][C:42]([C:45]2[CH:50]=[CH:49][C:48]([C:51](=[O:61])[CH2:52][C:53]([CH3:60])([CH3:59])[C:54]([O:56]CC)=[O:55])=[CH:47][CH:46]=2)=[CH:41][CH:40]=1. (10) Given the product [ClH:36].[CH3:12][CH:10]([O:9][C:8]1[CH:7]=[CH:6][C:5]([C:13]2[O:17][N:16]=[C:15]([C:18]3[C:19]([CH3:35])=[C:20]4[C:25](=[CH:26][CH:27]=3)[CH2:24][NH:23][CH2:22][CH2:21]4)[N:14]=2)=[CH:4][C:3]=1[C:1]#[N:2])[CH3:11], predict the reactants needed to synthesize it. The reactants are: [C:1]([C:3]1[CH:4]=[C:5]([C:13]2[O:17][N:16]=[C:15]([C:18]3[C:19]([CH3:35])=[C:20]4[C:25](=[CH:26][CH:27]=3)[CH2:24][N:23](C(OC(C)(C)C)=O)[CH2:22][CH2:21]4)[N:14]=2)[CH:6]=[CH:7][C:8]=1[O:9][CH:10]([CH3:12])[CH3:11])#[N:2].[ClH:36].